Dataset: Full USPTO retrosynthesis dataset with 1.9M reactions from patents (1976-2016). Task: Predict the reactants needed to synthesize the given product. (1) The reactants are: [C:1](=[O:25])([O:17][CH2:18][CH:19]1[CH2:23][CH2:22][C:21](=O)[NH:20]1)[O:2][CH2:3][CH:4]1[C:16]2[CH:15]=[CH:14][CH:13]=[CH:12][C:11]=2[C:10]2[C:5]1=[CH:6][CH:7]=[CH:8][CH:9]=2.[NH2:26][C:27]1[C:28]([C:34]([OH:36])=O)=[N:29][CH:30]=[C:31]([Br:33])[CH:32]=1.O=P(Cl)(Cl)Cl. Given the product [C:1](=[O:25])([O:17][CH2:18][CH:19]1[N:20]2[C:34](=[O:36])[C:28]3[N:29]=[CH:30][C:31]([Br:33])=[CH:32][C:27]=3[N:26]=[C:21]2[CH2:22][CH2:23]1)[O:2][CH2:3][CH:4]1[C:16]2[CH:15]=[CH:14][CH:13]=[CH:12][C:11]=2[C:10]2[C:5]1=[CH:6][CH:7]=[CH:8][CH:9]=2, predict the reactants needed to synthesize it. (2) Given the product [Cl:1][C:2]1[CH:3]=[CH:4][C:5]([C:6]([NH:8][CH:9]([CH2:13][C:14]2[C:23]3[C:18](=[CH:19][CH:20]=[CH:21][CH:22]=3)[NH:17][C:16](=[O:24])[CH:15]=2)[C:10]([S:11][CH2:28][CH:29]=[CH:30][CH3:31])=[O:12])=[O:7])=[CH:25][CH:26]=1, predict the reactants needed to synthesize it. The reactants are: [Cl:1][C:2]1[CH:26]=[CH:25][C:5]([C:6]([NH:8][CH:9]([CH2:13][C:14]2[C:23]3[C:18](=[CH:19][CH:20]=[CH:21][CH:22]=3)[NH:17][C:16](=[O:24])[CH:15]=2)[C:10]([OH:12])=[S:11])=[O:7])=[CH:4][CH:3]=1.Br[CH2:28][CH:29]=[CH:30][CH3:31]. (3) Given the product [CH2:32]([N:31]1[C:30](=[O:39])[C:29]2[C:24](=[CH:25][C:26]([Cl:40])=[CH:27][CH:28]=2)[N:23]=[C:22]1[CH:18]([N:10]1[C:11](=[O:17])[C:12]([CH3:16])([CH3:15])[CH2:6][NH:7][CH2:8][CH2:9]1)[CH:19]([CH3:20])[CH3:21])[C:33]1[CH:34]=[CH:35][CH:36]=[CH:37][CH:38]=1, predict the reactants needed to synthesize it. The reactants are: C(O[C:6](=O)[NH:7][CH2:8][CH2:9][N:10]([CH:18]([C:22]1[N:31]([CH2:32][C:33]2[CH:38]=[CH:37][CH:36]=[CH:35][CH:34]=2)[C:30](=[O:39])[C:29]2[C:24](=[CH:25][C:26]([Cl:40])=[CH:27][CH:28]=2)[N:23]=1)[CH:19]([CH3:21])[CH3:20])[C:11](=[O:17])[C:12]([CH3:16])([CH3:15])CCl)(C)(C)C.C(OC(=O)NCCNC(C1N(CC2C=CC=CC=2)C(=O)C2C(=CC(Cl)=CC=2)N=1)C(C)C)(C)(C)C.ClCC(C)(C)C(Cl)=O.CCN(CC)CC. (4) Given the product [OH:11][CH2:10][C@@H:9]([C:12](=[O:14])[NH:132][C@H:128]([C:129]([OH:131])=[O:130])[CH2:127][S:126][CH2:125]/[CH:124]=[C:123](\[CH3:133])/[CH2:122][CH2:121]/[CH:120]=[C:119](\[CH3:134])/[CH2:118][CH2:117][CH:116]=[C:115]([CH3:135])[CH3:114])[NH:8][C:1](=[O:2])[O:3][C:4]([CH3:5])([CH3:6])[CH3:7], predict the reactants needed to synthesize it. The reactants are: [C:1]([NH:8][C@H:9]([C:12]([OH:14])=O)[CH2:10][OH:11])([O:3][C:4]([CH3:7])([CH3:6])[CH3:5])=[O:2].C[C@@H](O)[C@@H]1NC(=O)[C@H](CCN)NC(=O)[C@H](CCN)NC(=O)[C@H](CC(C)C)NC(=O)[C@@H](CC2C=CC=CC=2)NC(=O)[C@H](CCN)NC(=O)[C@@H](NC([C@@H](N)CCN)=O)CCNC1=O.OS(O)(=O)=O.CN(C(ON1N=NC2C=CC=NC1=2)=[N+](C)C)C.F[P-](F)(F)(F)(F)F.C(N(CC)C(C)C)(C)C.[CH3:114][C:115]([CH3:135])=[CH:116][CH2:117][CH2:118]/[C:119](/[CH3:134])=[CH:120]/[CH2:121][CH2:122]/[C:123](/[CH3:133])=[CH:124]/[CH2:125][S:126][CH2:127][C@H:128]([NH2:132])[C:129]([OH:131])=[O:130]. (5) The reactants are: [CH2:1]([O:3][C:4](=[O:13])[C:5]1[CH:10]=[CH:9][C:8](I)=[C:7]([NH2:12])[CH:6]=1)[CH3:2].[CH3:14][CH:15]([CH3:18])[C:16]#[CH:17]. Given the product [CH2:1]([O:3][C:4](=[O:13])[C:5]1[CH:10]=[CH:9][C:8]([C:17]#[C:16][CH:15]([CH3:18])[CH3:14])=[C:7]([NH2:12])[CH:6]=1)[CH3:2], predict the reactants needed to synthesize it. (6) Given the product [F:23][C:2]([F:1])([F:22])[C:3]1[N:7]2[CH:8]=[C:9]([C:12]3[CH:21]=[CH:20][C:15]([C:16]([OH:18])=[O:17])=[CH:14][CH:13]=3)[CH:10]=[CH:11][C:6]2=[N:5][N:4]=1, predict the reactants needed to synthesize it. The reactants are: [F:1][C:2]([F:23])([F:22])[C:3]1[N:7]2[CH:8]=[C:9]([C:12]3[CH:21]=[CH:20][C:15]([C:16]([O:18]C)=[O:17])=[CH:14][CH:13]=3)[CH:10]=[CH:11][C:6]2=[N:5][N:4]=1.[OH-].[Li+].